Dataset: Full USPTO retrosynthesis dataset with 1.9M reactions from patents (1976-2016). Task: Predict the reactants needed to synthesize the given product. (1) Given the product [CH3:14][C:13]1[CH2:3][CH2:2][CH:1]([CH2:6][O:8][C:7](=[O:9])[C:5]2[C:4](=[CH:3][CH:2]=[CH:1][CH:6]=2)[OH:10])[CH2:11][CH:12]=1, predict the reactants needed to synthesize it. The reactants are: [CH:1]1[CH:6]=[C:5]([C:7]([OH:9])=[O:8])[C:4]([OH:10])=[CH:3][CH:2]=1.[CH2:11]([Sn]=O)[CH2:12][CH2:13][CH3:14]. (2) Given the product [C:1]1([S:7]([C:10]2[CH:21]=[CH:20][C:13]3[O:14][CH2:15][C@@H:16]([CH2:17][OH:18])[O:19][C:12]=3[CH:11]=2)(=[O:9])=[O:8])[CH:6]=[CH:5][CH:4]=[CH:3][CH:2]=1, predict the reactants needed to synthesize it. The reactants are: [C:1]1([S:7]([C:10]2[CH:21]=[CH:20][C:13]([O:14][CH2:15][C@H:16]([OH:19])[CH2:17][OH:18])=[C:12](Br)[CH:11]=2)(=[O:9])=[O:8])[CH:6]=[CH:5][CH:4]=[CH:3][CH:2]=1.C(P(C(C)(C)C)C1C=CC2C(=CC=CC=2)C=1C1C2C(=CC=CC=2)C=CC=1)(C)(C)C.[O-]P([O-])([O-])=O.[K+].[K+].[K+]. (3) Given the product [CH2:14]([N:16]([CH3:40])[C:17]([C:19]1[CH:23]=[C:22]([C:24]2[CH:29]=[CH:28][C:27]([CH2:30][NH:31][C:10]([N:9]([CH3:13])[CH3:8])=[O:11])=[CH:26][N:25]=2)[N:21]([C:32]2[CH:33]=[N:34][C:35]([O:38][CH3:39])=[CH:36][CH:37]=2)[N:20]=1)=[O:18])[CH3:15], predict the reactants needed to synthesize it. The reactants are: C(N(CC)CC)C.[CH3:8][N:9]([CH3:13])[C:10](Cl)=[O:11].[CH2:14]([N:16]([CH3:40])[C:17]([C:19]1[CH:23]=[C:22]([C:24]2[CH:29]=[CH:28][C:27]([CH2:30][NH2:31])=[CH:26][N:25]=2)[N:21]([C:32]2[CH:33]=[N:34][C:35]([O:38][CH3:39])=[CH:36][CH:37]=2)[N:20]=1)=[O:18])[CH3:15].O. (4) Given the product [CH2:42]([C:41]1[C:2]2[N:3]=[CH:4][S:5][C:6]=2[C:7]2[S:11][CH:10]=[N:9][C:8]=2[C:40]=1[CH2:39][CH2:38][CH2:37][CH2:36][CH2:35][CH2:34][CH3:33])[CH2:43][CH2:44][CH2:45][CH2:46][CH2:47][CH3:48], predict the reactants needed to synthesize it. The reactants are: I[C:2]1[N:3]=[C:4]([Si](C(C)C)(C(C)C)C(C)C)[S:5][C:6]=1[C:7]1[S:11][C:10]([Si](C(C)C)(C(C)C)C(C)C)=[N:9][C:8]=1I.[CH3:33][CH2:34][CH2:35][CH2:36][CH2:37][CH2:38][CH2:39][C:40]#[C:41][CH2:42][CH2:43][CH2:44][CH2:45][CH2:46][CH2:47][CH3:48].C1(CNCC2CCCCC2)CCCCC1.O.O.O.[F-].C([N+](CCCC)(CCCC)CCCC)CCC. (5) Given the product [CH3:35][S:36]([OH:39])(=[O:38])=[O:37].[CH3:35][S:36]([OH:39])(=[O:38])=[O:37].[NH2:1][C:2]1[C:3]([C:10]([NH:12][C:13](=[NH:34])[NH:14][CH2:15][CH2:16][CH2:17][CH2:18][C:19]2[C:28]3[C:23](=[CH:24][CH:25]=[CH:26][CH:27]=3)[C:22]([O:29][CH2:30][CH2:31][CH2:32][NH2:33])=[CH:21][CH:20]=2)=[O:11])=[N:4][C:5]([Cl:9])=[C:6]([NH2:8])[N:7]=1, predict the reactants needed to synthesize it. The reactants are: [NH2:1][C:2]1[C:3]([C:10]([NH:12][C:13](=[NH:34])[NH:14][CH2:15][CH2:16][CH2:17][CH2:18][C:19]2[C:28]3[C:23](=[CH:24][CH:25]=[CH:26][CH:27]=3)[C:22]([O:29][CH2:30][CH2:31][CH2:32][NH2:33])=[CH:21][CH:20]=2)=[O:11])=[N:4][C:5]([Cl:9])=[C:6]([NH2:8])[N:7]=1.[CH3:35][S:36]([OH:39])(=[O:38])=[O:37]. (6) Given the product [CH3:1][S:2][C:3]1[CH:4]=[C:5]([CH:6]=[C:7]([C:9]([F:10])([F:11])[F:12])[CH:8]=1)[CH:13]=[O:14], predict the reactants needed to synthesize it. The reactants are: [CH3:1][S:2][C:3]1[CH:4]=[C:5]([CH2:13][OH:14])[CH:6]=[C:7]([C:9]([F:12])([F:11])[F:10])[CH:8]=1.CC(OI1(OC(C)=O)(OC(C)=O)OC(=O)C2C=CC=CC1=2)=O.[OH-].[Na+].